This data is from Peptide-MHC class II binding affinity with 134,281 pairs from IEDB. The task is: Regression. Given a peptide amino acid sequence and an MHC pseudo amino acid sequence, predict their binding affinity value. This is MHC class II binding data. (1) The binding affinity (normalized) is 0.207. The peptide sequence is PEFSELFAAFPSFAG. The MHC is DRB3_0202 with pseudo-sequence DRB3_0202. (2) The peptide sequence is YDKFLANVCTVLTGK. The MHC is DRB1_1302 with pseudo-sequence DRB1_1302. The binding affinity (normalized) is 0.571.